This data is from NCI-60 drug combinations with 297,098 pairs across 59 cell lines. The task is: Regression. Given two drug SMILES strings and cell line genomic features, predict the synergy score measuring deviation from expected non-interaction effect. (1) Drug 1: C1CN1P(=S)(N2CC2)N3CC3. Drug 2: COC1=NC(=NC2=C1N=CN2C3C(C(C(O3)CO)O)O)N. Cell line: 786-0. Synergy scores: CSS=10.3, Synergy_ZIP=-2.73, Synergy_Bliss=4.29, Synergy_Loewe=-13.4, Synergy_HSA=-2.48. (2) Cell line: ACHN. Synergy scores: CSS=16.1, Synergy_ZIP=-1.95, Synergy_Bliss=-2.12, Synergy_Loewe=-36.4, Synergy_HSA=-1.84. Drug 2: CCC1(C2=C(COC1=O)C(=O)N3CC4=CC5=C(C=CC(=C5CN(C)C)O)N=C4C3=C2)O.Cl. Drug 1: C1=NC2=C(N=C(N=C2N1C3C(C(C(O3)CO)O)O)F)N.